Dataset: Full USPTO retrosynthesis dataset with 1.9M reactions from patents (1976-2016). Task: Predict the reactants needed to synthesize the given product. (1) Given the product [ClH:7].[C:1](=[O:6])([O:16][CH2:10][CH2:9][NH:8][CH3:13])[O:2][CH:3]([CH3:5])[CH3:4], predict the reactants needed to synthesize it. The reactants are: [C:1]([Cl:7])(=[O:6])[O:2][CH:3]([CH3:5])[CH3:4].[N:8]1[CH:13]=CC=[CH:10][CH:9]=1.C(OCC)(=[O:16])C. (2) Given the product [CH:27]1([NH:1][CH:2]2[CH2:7][CH2:6][CH2:5][CH2:4][CH:3]2[NH:8][C:9](=[O:26])[C:10]2[C:15]([C:16]([F:19])([F:18])[F:17])=[CH:14][C:13]([C:20]([F:21])([F:22])[F:23])=[CH:12][C:11]=2[O:24][CH3:25])[CH2:32][CH2:31][CH2:30][CH2:29][CH2:28]1, predict the reactants needed to synthesize it. The reactants are: [NH2:1][C@H:2]1[CH2:7][CH2:6][CH2:5][CH2:4][C@H:3]1[NH:8][C:9](=[O:26])[C:10]1[C:15]([C:16]([F:19])([F:18])[F:17])=[CH:14][C:13]([C:20]([F:23])([F:22])[F:21])=[CH:12][C:11]=1[O:24][CH3:25].[C:27]1(=O)[CH2:32][CH2:31][CH2:30][CH2:29][CH2:28]1. (3) Given the product [F:1][C:2]([F:7])([F:6])[C:3]([N:5]=[S:40]([CH2:39][C:37]1[CH:36]=[C:35]([O:42][CH3:43])[N:34]=[C:33]([NH:32][C:29]2[CH:28]=[C:27]([C:44]3[CH:49]=[CH:48][C:47]([F:50])=[CH:46][C:45]=3[O:51][CH3:52])[C:26]([F:25])=[CH:31][N:30]=2)[CH:38]=1)[CH3:41])=[O:4], predict the reactants needed to synthesize it. The reactants are: [F:1][C:2]([F:7])([F:6])[C:3]([NH2:5])=[O:4].CC(C)([O-])C.[Na+].BrN1C(C)(C)C(=O)N(Br)C1=O.[F:25][C:26]1[C:27]([C:44]2[CH:49]=[CH:48][C:47]([F:50])=[CH:46][C:45]=2[O:51][CH3:52])=[CH:28][C:29]([NH:32][C:33]2[CH:38]=[C:37]([CH2:39][S:40][CH3:41])[CH:36]=[C:35]([O:42][CH3:43])[N:34]=2)=[N:30][CH:31]=1.S([O-])([O-])=O.[Na+].[Na+]. (4) Given the product [F:15][C:12]1[CH:13]=[CH:14][C:9]([N:7]2[C:6](=[O:16])[CH:5]=[C:4]([CH3:17])[C:3]([CH2:2][C:32]3[CH:31]=[CH:30][N:29]=[C:28]([C:27]([F:44])([F:43])[F:26])[CH:33]=3)=[N:8]2)=[CH:10][CH:11]=1, predict the reactants needed to synthesize it. The reactants are: Br[CH2:2][C:3]1[C:4]([CH3:17])=[CH:5][C:6](=[O:16])[N:7]([C:9]2[CH:14]=[CH:13][C:12]([F:15])=[CH:11][CH:10]=2)[N:8]=1.[O-]P([O-])([O-])=O.[K+].[K+].[K+].[F:26][C:27]([F:44])([F:43])[C:28]1[CH:33]=[C:32](B2OC(C)(C)C(C)(C)O2)[CH:31]=[CH:30][N:29]=1. (5) Given the product [Cl:38][C:20]1[CH:21]=[C:22]([NH:23][S:24]([C:27]2[CH:32]=[CH:31][CH:30]=[C:29]([C:34]([F:37])([F:36])[F:35])[C:28]=2[CH3:43])(=[O:26])=[O:25])[C:17]([C:16]([C:14]2[CH:13]=[CH:12][N:11]=[C:10]([NH:9][CH2:8][CH2:7][OH:6])[CH:15]=2)=[O:39])=[N:18][CH:19]=1, predict the reactants needed to synthesize it. The reactants are: C([Si](C)(C)[O:6][CH2:7][CH2:8][NH:9][C:10]1[CH:15]=[C:14]([CH:16]([OH:39])[C:17]2[C:22]([NH:23][S:24]([C:27]3[CH:32]=[CH:31][C:30](C)=[C:29]([C:34]([F:37])([F:36])[F:35])[CH:28]=3)(=[O:26])=[O:25])=[CH:21][C:20]([Cl:38])=[CH:19][N:18]=2)[CH:13]=[CH:12][N:11]=1)(C)(C)C.O1CCOC[CH2:43]1. (6) Given the product [F:30][C:31]1[CH:36]=[C:35]([F:37])[CH:34]=[CH:33][C:32]=1[C:38]1[CH:42]=[CH:41][N:40]([C:7]([C:14]2[CH:19]=[CH:18][CH:17]=[CH:16][CH:15]=2)([C:8]2[CH:13]=[CH:12][CH:11]=[CH:10][CH:9]=2)[C:1]2[CH:6]=[CH:5][CH:4]=[CH:3][CH:2]=2)[N:39]=1, predict the reactants needed to synthesize it. The reactants are: [C:1]1([C:7](Cl)([C:14]2[CH:19]=[CH:18][CH:17]=[CH:16][CH:15]=2)[C:8]2[CH:13]=[CH:12][CH:11]=[CH:10][CH:9]=2)[CH:6]=[CH:5][CH:4]=[CH:3][CH:2]=1.CN(C1C=CC=CN=1)C.[F:30][C:31]1[CH:36]=[C:35]([F:37])[CH:34]=[CH:33][C:32]=1[C:38]1[CH:42]=[CH:41][NH:40][N:39]=1.